This data is from Full USPTO retrosynthesis dataset with 1.9M reactions from patents (1976-2016). The task is: Predict the reactants needed to synthesize the given product. (1) The reactants are: C[Si](C)(C)[N-][Si](C)(C)C.[Li+].[S:11]1[CH:15]=[CH:14][CH:13]=[C:12]1[CH2:16][C:17]([O:19][CH2:20][CH3:21])=[O:18].[CH3:22][O:23][C:24]1[CH:31]=[CH:30][C:27]([CH2:28]Cl)=[CH:26][CH:25]=1. Given the product [CH3:22][O:23][C:24]1[CH:31]=[CH:30][C:27]([CH2:28][CH:16]([C:12]2[S:11][CH:15]=[CH:14][CH:13]=2)[C:17]([O:19][CH2:20][CH3:21])=[O:18])=[CH:26][CH:25]=1, predict the reactants needed to synthesize it. (2) Given the product [F:11][C:4]1[CH:3]=[C:2]([C:19]2[CH:20]=[CH:21][C:16]([S:13]([CH3:12])(=[O:15])=[O:14])=[CH:17][CH:18]=2)[CH:10]=[CH:9][C:5]=1[C:6]([N:33]1[CH2:34][CH2:35][CH2:36][C@H:32]1[CH2:31][N:27]1[CH2:28][CH2:29][CH2:30][C@H:26]1[CH3:25])=[O:8], predict the reactants needed to synthesize it. The reactants are: Br[C:2]1[CH:10]=[CH:9][C:5]([C:6]([OH:8])=O)=[C:4]([F:11])[CH:3]=1.[CH3:12][S:13]([C:16]1[CH:21]=[CH:20][C:19](B(O)O)=[CH:18][CH:17]=1)(=[O:15])=[O:14].[CH3:25][C@@H:26]1[CH2:30][CH2:29][CH2:28][N:27]1[CH2:31][C@@H:32]1[CH2:36][CH2:35][CH2:34][NH:33]1.[H-].[Na+].IC. (3) Given the product [C:1]([O:5][C:6](=[O:36])[NH:7][C:8]1([C:12]2[CH:17]=[CH:16][C:15]([C:18]3[C:27](=[O:28])[C:26]4[CH:25]=[C:24]5[C:23]([O:44][CH2:43][CH2:48][O:47]5)=[CH:22][C:21]=4[O:20][C:19]=3[C:30]3[CH:35]=[CH:34][CH:33]=[CH:32][CH:31]=3)=[CH:14][CH:13]=2)[CH2:11][CH2:10][CH2:9]1)([CH3:4])([CH3:3])[CH3:2], predict the reactants needed to synthesize it. The reactants are: [C:1]([O:5][C:6](=[O:36])[NH:7][C:8]1([C:12]2[CH:17]=[CH:16][C:15]([C:18]3[C:27](=[O:28])[C:26]4[C:21](=[CH:22][CH:23]=[C:24](F)[CH:25]=4)[O:20][C:19]=3[C:30]3[CH:35]=[CH:34][CH:33]=[CH:32][CH:31]=3)=[CH:14][CH:13]=2)[CH2:11][CH2:10][CH2:9]1)([CH3:4])([CH3:3])[CH3:2].IC1C(=O)C2C=[C:48]3[C:43]([O:44]CC[O:47]3)=CC=2OC=1C1C=CC=CC=1. (4) The reactants are: [NH2:1][C:2]1[CH:7]=[CH:6][C:5]([N:8]2[CH2:12][CH2:11][CH2:10][C:9]2=[O:13])=[CH:4][CH:3]=1.[Cl:14]N1C(=O)CCC1=O. Given the product [NH2:1][C:2]1[CH:7]=[CH:6][C:5]([N:8]2[CH2:12][CH2:11][CH2:10][C:9]2=[O:13])=[CH:4][C:3]=1[Cl:14], predict the reactants needed to synthesize it. (5) Given the product [C:1]([C:3]1[CH:4]=[C:5]([CH:21]([CH3:22])[CH3:23])[C:6]2[O:10][C:9]([C:11]3[CH:19]=[CH:18][C:14]([C:15]([NH:68][CH2:69][C@H:70]4[O:74][C:73](=[O:75])[NH:72][C@@H:71]4[C:76]4[CH:81]=[CH:80][C:79]([F:82])=[C:78]([F:83])[CH:77]=4)=[O:16])=[CH:13][CH:12]=3)=[N:8][C:7]=2[CH:20]=1)#[N:2], predict the reactants needed to synthesize it. The reactants are: [C:1]([C:3]1[CH:4]=[C:5]([CH:21]([CH3:23])[CH3:22])[C:6]2[O:10][C:9]([C:11]3[CH:19]=[CH:18][C:14]([C:15](O)=[O:16])=[CH:13][CH:12]=3)=[N:8][C:7]=2[CH:20]=1)#[N:2].CN(C(ON1N=NC2C1=CC=CC=2)=[N+](C)C)C.F[P-](F)(F)(F)(F)F.O.ON1C2C=CC=CC=2N=N1.C(N(C(C)C)CC)(C)C.[NH2:68][CH2:69][C@H:70]1[O:74][C:73](=[O:75])[NH:72][C@@H:71]1[C:76]1[CH:81]=[CH:80][C:79]([F:82])=[C:78]([F:83])[CH:77]=1. (6) Given the product [C:13]([O:12][C:10](=[O:17])[NH:11][C:2]1[CH:7]=[N:6][C:5]([Cl:8])=[C:4]([F:9])[CH:3]=1)([CH3:16])([CH3:15])[CH3:14], predict the reactants needed to synthesize it. The reactants are: Br[C:2]1[CH:3]=[C:4]([F:9])[C:5]([Cl:8])=[N:6][CH:7]=1.[C:10](=[O:17])([O:12][C:13]([CH3:16])([CH3:15])[CH3:14])[NH2:11].C(=O)([O-])[O-].[Cs+].[Cs+]. (7) The reactants are: [CH3:1][O:2][CH2:3][CH2:4][NH:5][C:6]([C:8]1[C:17]([O:18][CH2:19][C:20]2[CH:25]=[CH:24][CH:23]=[CH:22][CH:21]=2)=[C:16]2[C:11]([CH:12]=[C:13]([CH2:26][C:27]3[CH:32]=[CH:31][C:30]([F:33])=[CH:29][CH:28]=3)[CH:14]=[N:15]2)=[C:10](I)[N:9]=1)=[O:7].[C:35]([NH2:38])(=[O:37])[CH3:36].C(=O)([O-])[O-].[Cs+].[Cs+].[Cl-].[NH4+]. Given the product [CH3:1][O:2][CH2:3][CH2:4][NH:5][C:6]([C:8]1[C:17]([O:18][CH2:19][C:20]2[CH:25]=[CH:24][CH:23]=[CH:22][CH:21]=2)=[C:16]2[C:11]([CH:12]=[C:13]([CH2:26][C:27]3[CH:32]=[CH:31][C:30]([F:33])=[CH:29][CH:28]=3)[CH:14]=[N:15]2)=[C:10]([NH:38][C:35](=[O:37])[CH3:36])[N:9]=1)=[O:7], predict the reactants needed to synthesize it. (8) Given the product [CH3:10][O:11][C:12]1[CH:17]=[CH:16][CH:15]=[CH:14][C:13]=1[N:18]1[CH2:23][CH2:22][N:21]([CH2:24][C:3]2[C:4]3[C:5](=[N:6][CH:7]=[CH:8][CH:9]=3)[NH:1][CH:2]=2)[CH2:20][CH2:19]1, predict the reactants needed to synthesize it. The reactants are: [NH:1]1[C:5]2=[N:6][CH:7]=[CH:8][CH:9]=[C:4]2[CH:3]=[CH:2]1.[CH3:10][O:11][C:12]1[CH:17]=[CH:16][CH:15]=[CH:14][C:13]=1[N:18]1[CH2:23][CH2:22][NH:21][CH2:20][CH2:19]1.[C:24]([O-])(=O)C.[Na+].C=O. (9) Given the product [CH2:1]([C:3]1[CH:8]=[CH:7][CH:6]=[C:5]([N+:16]([O-:17])=[O:15])[C:4]=1[OH:9])[CH3:2], predict the reactants needed to synthesize it. The reactants are: [CH2:1]([C:3]1[CH:8]=[CH:7][CH:6]=[CH:5][C:4]=1[OH:9])[CH3:2].F[B-](F)(F)F.[O:15]=[N+:16]=[O:17].